From a dataset of Reaction yield outcomes from USPTO patents with 853,638 reactions. Predict the reaction yield, written as a fraction of the theoretical maximum amount of product (1.0 means a 100% yield; for example, 0.34 means a 34% yield). The reactants are [C:1]([C:5]1[CH:13]=[CH:12][C:8]([C:9]([OH:11])=[O:10])=[C:7](Br)[CH:6]=1)([CH3:4])([CH3:3])[CH3:2].[F:15][C:16]1[CH:21]=[CH:20][C:19]([OH:22])=[CH:18][CH:17]=1.C(=O)([O-])[O-].[Cs+].[Cs+].C1(C(O)=O)C2C(=CC=CC=2)C=CC=1. The catalyst is C1(C)C=CC=CC=1.C1C=CC=CC=1.C(S([O-])(=O)=O)(F)(F)F.C(S([O-])(=O)=O)(F)(F)F.[Cu+].[Cu+].CCOC(C)=O. The product is [F:15][C:16]1[CH:21]=[CH:20][C:19]([O:22][C:7]2[CH:6]=[C:5]([C:1]([CH3:4])([CH3:3])[CH3:2])[CH:13]=[CH:12][C:8]=2[C:9]([OH:11])=[O:10])=[CH:18][CH:17]=1. The yield is 0.390.